Dataset: Forward reaction prediction with 1.9M reactions from USPTO patents (1976-2016). Task: Predict the product of the given reaction. (1) The product is: [CH3:1][C:2]1([CH3:22])[CH2:10][C:9]2[NH:8][N:7]=[C:6]([C:11]3[NH:12][C:13]4[C:18]([CH:19]=3)=[CH:17][CH:16]=[C:15]([N:20]([CH3:21])[C:30](=[O:32])[C@@H:29]([N:23]3[CH2:24][CH2:25][O:26][CH2:27][CH2:28]3)[CH3:33])[CH:14]=4)[C:5]=2[CH2:4][CH2:3]1. Given the reactants [CH3:1][C:2]1([CH3:22])[CH2:10][C:9]2[NH:8][N:7]=[C:6]([C:11]3[NH:12][C:13]4[C:18]([CH:19]=3)=[CH:17][CH:16]=[C:15]([NH:20][CH3:21])[CH:14]=4)[C:5]=2[CH2:4][CH2:3]1.[N:23]1([C@@H:29]([CH3:33])[C:30]([OH:32])=O)[CH2:28][CH2:27][O:26][CH2:25][CH2:24]1.Cl.C(N=C=NCCCN(C)C)C.C(Cl)(Cl)Cl, predict the reaction product. (2) Given the reactants [Cl:1][C:2]1[CH:7]=[C:6]([C:8]([F:11])([F:10])[F:9])[CH:5]=[CH:4][C:3]=1[C:12]1[CH:17]=[CH:16][N:15]=[C:14](OS(C(F)(F)F)(=O)=O)[C:13]=1[N+:26]([O-:28])=[O:27].Cl.[CH3:30][O:31][CH2:32][CH:33]([NH2:36])[CH2:34][CH3:35], predict the reaction product. The product is: [Cl:1][C:2]1[CH:7]=[C:6]([C:8]([F:10])([F:11])[F:9])[CH:5]=[CH:4][C:3]=1[C:12]1[CH:17]=[CH:16][N:15]=[C:14]([NH:36][CH:33]([CH2:32][O:31][CH3:30])[CH2:34][CH3:35])[C:13]=1[N+:26]([O-:28])=[O:27].